From a dataset of Forward reaction prediction with 1.9M reactions from USPTO patents (1976-2016). Predict the product of the given reaction. Given the reactants [CH3:1][C:2]1([CH3:16])[C:10]2[C:5](=[CH:6][CH:7]=[C:8]([C:11]([CH3:14])([CH3:13])[CH3:12])[CH:9]=2)[C:4](=O)[CH2:3]1.[CH3:17][C:18]1([C:24](=[O:28])[CH2:25][C:26]#[N:27])[CH2:23][CH2:22][CH2:21][CH2:20][CH2:19]1, predict the reaction product. The product is: [CH3:1][C:2]1([CH3:16])[C:10]2[C:5](=[CH:6][CH:7]=[C:8]([C:11]([CH3:14])([CH3:13])[CH3:12])[CH:9]=2)[C:4](=[C:25]([C:24]([C:18]2([CH3:17])[CH2:23][CH2:22][CH2:21][CH2:20][CH2:19]2)=[O:28])[C:26]#[N:27])[CH2:3]1.